From a dataset of Full USPTO retrosynthesis dataset with 1.9M reactions from patents (1976-2016). Predict the reactants needed to synthesize the given product. (1) Given the product [NH2:1][CH2:2][CH2:3][CH2:4][CH2:5][N:6]1[C:18]2[C:17]3[CH2:16][CH2:15][CH2:14][CH2:13][C:12]=3[N:11]=[C:10]([NH2:19])[C:9]=2[N:8]=[C:7]1[CH2:20][CH2:21][O:22][CH3:23], predict the reactants needed to synthesize it. The reactants are: [NH2:1][CH2:2][CH2:3][CH2:4][CH2:5][N:6]1[C:18]2[C:17]3[CH:16]=[CH:15][CH:14]=[CH:13][C:12]=3[N:11]=[C:10]([NH2:19])[C:9]=2[N:8]=[C:7]1[CH2:20][CH2:21][O:22][CH3:23]. (2) Given the product [Cl:1][C:2]1[C:3]([CH:14]=[O:15])=[CH:4][N:5]([S:39]([C:35]2[CH:34]=[N:33][CH:38]=[CH:37][CH:36]=2)(=[O:41])=[O:40])[C:6]=1[C:7]1[C:8]([F:13])=[N:9][CH:10]=[CH:11][CH:12]=1, predict the reactants needed to synthesize it. The reactants are: [Cl:1][C:2]1[C:3]([CH:14]=[O:15])=[CH:4][NH:5][C:6]=1[C:7]1[C:8]([F:13])=[N:9][CH:10]=[CH:11][CH:12]=1.[H-].[Na+].C1OCCOCCOCCOCCOC1.[N:33]1[CH:38]=[CH:37][CH:36]=[C:35]([S:39](Cl)(=[O:41])=[O:40])[CH:34]=1. (3) Given the product [CH2:1]([O:3][C:4]([C:6]12[CH2:8][CH:7]1[CH:9]=[CH:31][CH2:30][CH2:29][CH2:28][CH2:27][N:25]([CH3:26])[C:24](=[O:33])[CH:15]1[CH:14]([CH2:18][CH:17]([O:19][CH2:20][O:21][CH2:22][CH3:23])[CH2:16]1)[C:12](=[O:13])[NH:11]2)=[O:5])[CH3:2], predict the reactants needed to synthesize it. The reactants are: [CH2:1]([O:3][C:4]([C:6]1([NH:11][C:12]([CH:14]2[CH2:18][CH:17]([O:19][CH2:20][O:21][CH2:22][CH3:23])[CH2:16][CH:15]2[C:24](=[O:33])[N:25]([CH2:27][CH2:28][CH2:29][CH2:30][CH:31]=C)[CH3:26])=[O:13])[CH2:8][CH:7]1[CH:9]=C)=[O:5])[CH3:2]. (4) Given the product [Cl:1][C:2]1[CH:3]=[CH:4][C:5]([O:35][CH3:36])=[C:6]([CH:34]=1)[CH2:7][CH:8]1[C:14](=[O:15])[N:13]([C:16]([NH:18][C@H:19]([CH2:31][CH3:32])[C:20]([NH:22][C@@H:23]([CH3:38])[C:24]([OH:26])=[O:25])=[O:21])=[O:17])[CH2:12][C:11](=[O:33])[NH:10][CH2:9]1, predict the reactants needed to synthesize it. The reactants are: [Cl:1][C:2]1[CH:3]=[CH:4][C:5]([O:35][CH3:36])=[C:6]([CH:34]=1)[CH2:7][CH:8]1[C:14](=[O:15])[N:13]([C:16]([NH:18][CH:19]([CH2:31][CH3:32])[C:20]([NH:22][CH2:23][C:24]([O:26]C(C)(C)C)=[O:25])=[O:21])=[O:17])[CH2:12][C:11](=[O:33])[NH:10][CH2:9]1.Cl.[C:38](OC(=O)CN)(C)(C)C.Cl.C(OC(=O)[C@H](C)N)(C)(C)C. (5) Given the product [CH2:1]([S:8][CH:9]([CH:36]([O:39][CH3:40])[O:37][CH3:38])[CH2:10][NH:11][C:12]([C:14]1[N:15]([CH2:33][O:34][CH3:35])[C:16]2[C:21]([CH:22]=1)=[CH:20][CH:19]=[CH:18][C:17]=2[N:23]([CH3:41])[S:24]([C:27]1[CH:32]=[CH:31][CH:30]=[CH:29][N:28]=1)(=[O:26])=[O:25])=[O:13])[C:2]1[CH:3]=[CH:4][CH:5]=[CH:6][CH:7]=1, predict the reactants needed to synthesize it. The reactants are: [CH2:1]([S:8][CH:9]([CH:36]([O:39][CH3:40])[O:37][CH3:38])[CH2:10][NH:11][C:12]([C:14]1[N:15]([CH2:33][O:34][CH3:35])[C:16]2[C:21]([CH:22]=1)=[CH:20][CH:19]=[CH:18][C:17]=2[NH:23][S:24]([C:27]1[CH:32]=[CH:31][CH:30]=[CH:29][N:28]=1)(=[O:26])=[O:25])=[O:13])[C:2]1[CH:7]=[CH:6][CH:5]=[CH:4][CH:3]=1.[C:41](=O)([O-])[O-].[K+].[K+].CI. (6) The reactants are: [O:1]1[C:5]2[CH:6]=[CH:7][C:8]([S:10]([N:13]([CH2:38][CH:39]([CH3:41])[CH3:40])[CH2:14][C@@H:15]([OH:37])[C@@H:16]([NH:25][C:26](=[O:36])[O:27][C@@H:28]3[C@H:35]4[C@H:31]([O:32][CH2:33][CH2:34]4)[O:30][CH2:29]3)[CH2:17][C:18]3[CH:23]=[CH:22][C:21]([OH:24])=[CH:20][CH:19]=3)(=[O:12])=[O:11])=[CH:9][C:4]=2[O:3][CH2:2]1.[CH3:42][N:43]=[C:44]=[O:45].C(NC(C)C)(C)C. Given the product [O:1]1[C:5]2[CH:6]=[CH:7][C:8]([S:10]([N:13]([CH2:38][CH:39]([CH3:41])[CH3:40])[CH2:14][C@@H:15]([OH:37])[C@@H:16]([NH:25][C:26](=[O:36])[O:27][C@@H:28]3[C@H:35]4[C@H:31]([O:32][CH2:33][CH2:34]4)[O:30][CH2:29]3)[CH2:17][C:18]3[CH:23]=[CH:22][C:21]([O:24][C:44]([NH:43][CH3:42])=[O:45])=[CH:20][CH:19]=3)(=[O:12])=[O:11])=[CH:9][C:4]=2[O:3][CH2:2]1, predict the reactants needed to synthesize it.